From a dataset of Reaction yield outcomes from USPTO patents with 853,638 reactions. Predict the reaction yield, written as a fraction of the theoretical maximum amount of product (1.0 means a 100% yield; for example, 0.34 means a 34% yield). (1) The reactants are [C:1]([O:5][C:6]1[C:15]2[C:10](=[CH:11][CH:12]=[CH:13][CH:14]=2)[C:9]([OH:16])=[C:8]([CH3:17])[C:7]=1[CH2:18]/[CH:19]=[C:20](\[CH3:52])/[CH2:21][CH2:22]/[CH:23]=[C:24](\[CH3:51])/[CH2:25][CH2:26]/[CH:27]=[C:28](\[CH3:50])/[CH2:29][CH2:30]/[CH:31]=[C:32](\[CH3:49])/[CH2:33][CH2:34]/[CH:35]=[C:36](\[CH3:48])/[CH2:37][CH2:38]/[CH:39]=[C:40](\[CH3:47])/[CH2:41][CH2:42][CH:43]=[C:44]([CH3:46])[CH3:45])(=[O:4])[CH2:2][CH3:3].[P:53](Cl)([O:58][CH2:59][CH3:60])([O:55][CH2:56][CH3:57])=[O:54].CCN(CC)CC. The catalyst is C(Cl)Cl. The product is [C:1]([O:5][C:6]1[C:15]2[C:10](=[CH:11][CH:12]=[CH:13][CH:14]=2)[C:9]([O:16][P:53]([O:58][CH2:59][CH3:60])([O:55][CH2:56][CH3:57])=[O:54])=[C:8]([CH3:17])[C:7]=1[CH2:18]/[CH:19]=[C:20](\[CH3:52])/[CH2:21][CH2:22]/[CH:23]=[C:24](\[CH3:51])/[CH2:25][CH2:26]/[CH:27]=[C:28](\[CH3:50])/[CH2:29][CH2:30]/[CH:31]=[C:32](\[CH3:49])/[CH2:33][CH2:34]/[CH:35]=[C:36](\[CH3:48])/[CH2:37][CH2:38]/[CH:39]=[C:40](\[CH3:47])/[CH2:41][CH2:42][CH:43]=[C:44]([CH3:46])[CH3:45])(=[O:4])[CH2:2][CH3:3]. The yield is 0.460. (2) The reactants are O=[C:2]1[CH2:7][CH2:6][CH:5]([C:8]([O:10][CH2:11][CH3:12])=[O:9])[CH2:4][CH2:3]1.CC(O)=O.[CH2:17]([NH:24][CH2:25][C:26]1[CH:31]=[CH:30][CH:29]=[CH:28][CH:27]=1)[C:18]1[CH:23]=[CH:22][CH:21]=[CH:20][CH:19]=1.[BH-](OC(C)=O)(OC(C)=O)OC(C)=O.[Na+]. The catalyst is O.C1COCC1. The product is [CH2:25]([N:24]([CH2:17][C:18]1[CH:23]=[CH:22][CH:21]=[CH:20][CH:19]=1)[CH:2]1[CH2:7][CH2:6][CH:5]([C:8]([O:10][CH2:11][CH3:12])=[O:9])[CH2:4][CH2:3]1)[C:26]1[CH:31]=[CH:30][CH:29]=[CH:28][CH:27]=1. The yield is 0.720. (3) The reactants are CS[C:3](=[N:7][C:8]1[CH:13]=[CH:12][CH:11]=[CH:10][C:9]=1[F:14])[CH:4]([CH3:6])[CH3:5].[C:15]1([C:25]2[CH:30]=[CH:29][CH:28]=[CH:27][CH:26]=2)[CH:20]=[CH:19][C:18]([C:21]([NH:23][NH2:24])=O)=[CH:17][CH:16]=1. The catalyst is CN(C)C=O. The product is [C:15]1([C:25]2[CH:30]=[CH:29][CH:28]=[CH:27][CH:26]=2)[CH:20]=[CH:19][C:18]([C:21]2[N:7]([C:8]3[CH:13]=[CH:12][CH:11]=[CH:10][C:9]=3[F:14])[C:3]([CH:4]([CH3:6])[CH3:5])=[N:24][N:23]=2)=[CH:17][CH:16]=1. The yield is 0.680. (4) The reactants are C1C=CC(P(C2C=CC=CC=2)C2C=CC=CC=2)=CC=1.[Br:20]Br.[CH3:22][Si:23]([CH3:31])([CH3:30])[CH2:24][CH2:25][C:26]#[C:27][CH2:28]O. The catalyst is C(Cl)Cl.CCCCC. The product is [Br:20][CH2:28][C:27]#[C:26][CH2:25][CH2:24][Si:23]([CH3:31])([CH3:30])[CH3:22]. The yield is 0.870. (5) The yield is 0.521. The product is [CH2:50]([O:9][C:7](=[O:8])[CH:3]([C:4]([O:6][CH2:44][CH3:45])=[O:5])[CH:18]([CH2:19][CH2:20][C:21]1[CH:22]=[CH:23][CH:24]=[CH:25][CH:26]=1)[C:17]([O:16][CH2:14][CH3:15])=[O:40])[CH3:51]. The catalyst is O. The reactants are C([C:3](CC)([C:7]([O-:9])=[O:8])[C:4]([O-:6])=[O:5])C.[H-].[Na+].[CH2:14]([O:16][C:17](=[O:40])[CH:18](OS(C1C=CC([N+]([O-])=O)=CC=1)(=O)=O)[CH2:19][CH2:20][C:21]1[CH:26]=[CH:25][CH:24]=[CH:23][CH:22]=1)[CH3:15].CN1C(=O)N(C)[CH2:45][CH2:44]C1.[CH2:50]1COC[CH2:51]1. (6) The reactants are [CH:1]1[C:9]2[N:8]3[C:10]([C@@H:13]4[C@H:17]([CH3:18])[CH2:16][C@@H:15]([CH:19]=O)[CH2:14]4)=[CH:11][N:12]=[C:7]3[CH:6]=[N:5][C:4]=2[NH:3][CH:2]=1.Cl.[NH:22]1[CH2:25][CH:24]([C:26]#[N:27])[CH2:23]1.CO.C([BH3-])#N.[Na+]. The catalyst is C1C2N3C([C@@H]4[C@H](C)C[C@H](C=O)C4)=CN=C3C=NC=2NC=1. The product is [CH:1]1[C:9]2[N:8]3[C:10]([C@@H:13]4[C@H:17]([CH3:18])[CH2:16][C@@H:15]([CH2:19][N:22]5[CH2:25][CH:24]([C:26]#[N:27])[CH2:23]5)[CH2:14]4)=[CH:11][N:12]=[C:7]3[CH:6]=[N:5][C:4]=2[NH:3][CH:2]=1. The yield is 0.150. (7) The reactants are CN(C(ON1N=NC2C=CC=NC1=2)=[N+](C)C)C.F[P-](F)(F)(F)(F)F.[C:25]([O:29][C:30]([NH:32][C:33]([NH:48][C:49]([O:51][C:52]([CH3:55])([CH3:54])[CH3:53])=[O:50])([CH2:37][CH2:38][CH2:39][NH:40][CH:41]([C:43]([O:45][CH2:46][CH3:47])=[O:44])[CH3:42])[C:34]([OH:36])=O)=[O:31])([CH3:28])([CH3:27])[CH3:26].CN1CCOCC1. The catalyst is CN(C)C=O. The product is [CH2:46]([O:45][C:43](=[O:44])[CH:41]([N:40]1[CH2:39][CH2:38][CH2:37][C:33]([NH:48][C:49]([O:51][C:52]([CH3:55])([CH3:53])[CH3:54])=[O:50])([NH:32][C:30]([O:29][C:25]([CH3:27])([CH3:26])[CH3:28])=[O:31])[C:34]1=[O:36])[CH3:42])[CH3:47]. The yield is 0.860.